Dataset: Catalyst prediction with 721,799 reactions and 888 catalyst types from USPTO. Task: Predict which catalyst facilitates the given reaction. Reactant: C([O:9][C@H:10]1[C@:14]([F:16])([CH3:15])[C@H:13]([N:17]2[CH:25]=[N:24][C:23]3[C:18]2=[N:19][C:20]([NH2:27])=[N:21][C:22]=3Cl)[O:12][C@@H:11]1[CH2:28][O:29]C(=O)C1C=CC=CC=1)(=O)C1C=CC=CC=1.[CH3:38][NH:39][CH2:40][CH2:41][CH3:42]. Product: [NH2:27][C:20]1[N:19]=[C:18]2[C:23]([N:24]=[CH:25][N:17]2[C@@H:13]2[O:12][C@H:11]([CH2:28][OH:29])[C@@H:10]([OH:9])[C@:14]2([F:16])[CH3:15])=[C:22]([N:39]([CH2:40][CH2:41][CH3:42])[CH3:38])[N:21]=1. The catalyst class is: 5.